Regression. Given two drug SMILES strings and cell line genomic features, predict the synergy score measuring deviation from expected non-interaction effect. From a dataset of NCI-60 drug combinations with 297,098 pairs across 59 cell lines. (1) Drug 1: CC(C1=C(C=CC(=C1Cl)F)Cl)OC2=C(N=CC(=C2)C3=CN(N=C3)C4CCNCC4)N. Drug 2: COC1=NC(=NC2=C1N=CN2C3C(C(C(O3)CO)O)O)N. Cell line: NCI-H226. Synergy scores: CSS=-3.67, Synergy_ZIP=4.51, Synergy_Bliss=-5.84, Synergy_Loewe=-13.7, Synergy_HSA=-7.59. (2) Drug 1: C1CCC(CC1)NC(=O)N(CCCl)N=O. Drug 2: C(CCl)NC(=O)N(CCCl)N=O. Cell line: HT29. Synergy scores: CSS=15.6, Synergy_ZIP=-0.470, Synergy_Bliss=10.8, Synergy_Loewe=3.79, Synergy_HSA=7.89. (3) Drug 1: CC12CCC3C(C1CCC2=O)CC(=C)C4=CC(=O)C=CC34C. Drug 2: COC1=NC(=NC2=C1N=CN2C3C(C(C(O3)CO)O)O)N. Cell line: NCI-H226. Synergy scores: CSS=20.2, Synergy_ZIP=-3.61, Synergy_Bliss=1.20, Synergy_Loewe=-8.44, Synergy_HSA=0.518. (4) Drug 1: CN1CCC(CC1)COC2=C(C=C3C(=C2)N=CN=C3NC4=C(C=C(C=C4)Br)F)OC. Drug 2: CN(CC1=CN=C2C(=N1)C(=NC(=N2)N)N)C3=CC=C(C=C3)C(=O)NC(CCC(=O)O)C(=O)O. Cell line: TK-10. Synergy scores: CSS=37.9, Synergy_ZIP=-3.72, Synergy_Bliss=1.34, Synergy_Loewe=-6.12, Synergy_HSA=1.39.